This data is from Cav3 T-type calcium channel HTS with 100,875 compounds. The task is: Binary Classification. Given a drug SMILES string, predict its activity (active/inactive) in a high-throughput screening assay against a specified biological target. (1) The drug is FC(F)Oc1ccc(NC(=O)COC(=O)CCC2CCCCC2)cc1. The result is 0 (inactive). (2) The molecule is O=C(N1CCN(CC1)C(=O)c1cc(OC)c(OC)cc1)c1cc(OC)cc(OC)c1. The result is 0 (inactive). (3) The molecule is O(c1ccc(c2n(Cc3ccc(cc3)C)c3c(n2)cccc3)cc1)C. The result is 0 (inactive).